This data is from Reaction yield outcomes from USPTO patents with 853,638 reactions. The task is: Predict the reaction yield, written as a fraction of the theoretical maximum amount of product (1.0 means a 100% yield; for example, 0.34 means a 34% yield). (1) The reactants are [CH3:1][C:2]1[CH:9]=[C:8]([N+:10]([O-:12])=[O:11])[CH:7]=[CH:6][C:3]=1[C:4]#[N:5].C(O[CH:18](N(C)C)[N:19]([CH3:21])[CH3:20])(C)(C)C. The catalyst is CN(C=O)C. The product is [CH3:18][N:19]([CH3:21])/[CH:20]=[CH:1]/[C:2]1[CH:9]=[C:8]([N+:10]([O-:12])=[O:11])[CH:7]=[CH:6][C:3]=1[C:4]#[N:5]. The yield is 0.970. (2) The yield is 0.460. The product is [F:9][C:10]1[CH:11]=[C:12]2[C:16](=[CH:17][CH:18]=1)[NH:15][C:14](=[O:19])[C@:13]12[CH2:2][C@H:20]1[C:21]1[CH:29]=[C:28]2[C:24]([C:25]([I:38])=[N:26][N:27]2[CH2:30][O:31][CH2:32][CH2:33][Si:34]([CH3:37])([CH3:36])[CH3:35])=[CH:23][CH:22]=1. The catalyst is CN(C=O)C. The reactants are [I-].[CH3:2][S+](C)(C)=O.[H-].[Na+].[F:9][C:10]1[CH:11]=[C:12]2[C:16](=[CH:17][CH:18]=1)[NH:15][C:14](=[O:19])/[C:13]/2=[CH:20]/[C:21]1[CH:29]=[C:28]2[C:24]([C:25]([I:38])=[N:26][N:27]2[CH2:30][O:31][CH2:32][CH2:33][Si:34]([CH3:37])([CH3:36])[CH3:35])=[CH:23][CH:22]=1. (3) The reactants are Cl[C:2]1[C:7]([N+:8]([O-:10])=[O:9])=[CH:6][CH:5]=[C:4]([Cl:11])[N:3]=1.C(=O)([O-])[O-].[K+].[K+].[F:18][C:19]1[CH:24]=[CH:23][C:22]([C@@H:25]([NH2:27])[CH3:26])=[CH:21][CH:20]=1. The catalyst is CC#N. The product is [Cl:11][C:4]1[N:3]=[C:2]([NH:27][C@H:25]([C:22]2[CH:23]=[CH:24][C:19]([F:18])=[CH:20][CH:21]=2)[CH3:26])[C:7]([N+:8]([O-:10])=[O:9])=[CH:6][CH:5]=1. The yield is 0.820. (4) The reactants are [Br:1][C:2]1[C:10]([F:11])=[CH:9][C:8]([C:12]([NH2:14])=O)=[C:7]2[C:3]=1[C:4]([CH3:16])=[C:5]([CH3:15])[NH:6]2.P(Cl)(Cl)(Cl)=O. The catalyst is O1CCCC1. The product is [Br:1][C:2]1[C:10]([F:11])=[CH:9][C:8]([C:12]#[N:14])=[C:7]2[C:3]=1[C:4]([CH3:16])=[C:5]([CH3:15])[NH:6]2. The yield is 0.800. (5) The reactants are [H-].[Na+].[Br:3][C:4]1[C:13]2[C:8](=[CH:9][CH:10]=[CH:11][CH:12]=2)[CH:7]=[CH:6][C:5]=1[CH:14]=O.[Cl-].[NH4+].O1CCC[CH2:19]1. The catalyst is [Br-].C[P+](C1C=CC=CC=1)(C1C=CC=CC=1)C1C=CC=CC=1. The product is [Br:3][C:4]1[C:13]2[C:8](=[CH:9][CH:10]=[CH:11][CH:12]=2)[CH:7]=[CH:6][C:5]=1[CH:14]=[CH2:19]. The yield is 0.590. (6) The reactants are I[C:2]1[C:10]2[C:5](=[N:6][CH:7]=[C:8]([C:11]3[CH:16]=[CH:15][CH:14]=[C:13]([NH:17][S:18]([CH3:21])(=[O:20])=[O:19])[CH:12]=3)[CH:9]=2)[N:4]([C:22]([O:24][C:25]([CH3:28])([CH3:27])[CH3:26])=[O:23])[CH:3]=1.[N+:29]([C:32]1[CH:33]=[C:34]([CH:50]=[CH:51][CH:52]=1)[CH2:35][N:36]1[CH:40]=[C:39](B2OC(C)(C)C(C)(C)O2)[CH:38]=[N:37]1)([O-:31])=[O:30].C(=O)([O-])[O-].[Na+].[Na+]. The catalyst is C1C=CC(P(C2C=CC=CC=2)[C-]2C=CC=C2)=CC=1.C1C=CC(P(C2C=CC=CC=2)[C-]2C=CC=C2)=CC=1.Cl[Pd]Cl.[Fe+2].COCCOC.O. The product is [CH3:21][S:18]([NH:17][C:13]1[CH:12]=[C:11]([C:8]2[CH:9]=[C:10]3[C:2]([C:39]4[CH:38]=[N:37][N:36]([CH2:35][C:34]5[CH:50]=[CH:51][CH:52]=[C:32]([N+:29]([O-:31])=[O:30])[CH:33]=5)[CH:40]=4)=[CH:3][N:4]([C:22]([O:24][C:25]([CH3:28])([CH3:27])[CH3:26])=[O:23])[C:5]3=[N:6][CH:7]=2)[CH:16]=[CH:15][CH:14]=1)(=[O:20])=[O:19]. The yield is 0.590.